Dataset: Reaction yield outcomes from USPTO patents with 853,638 reactions. Task: Predict the reaction yield, written as a fraction of the theoretical maximum amount of product (1.0 means a 100% yield; for example, 0.34 means a 34% yield). (1) The yield is 0.840. The reactants are [F:1][C:2]1[CH:26]=[CH:25][C:24]([F:27])=[CH:23][C:3]=1[CH2:4][O:5][C:6]1[CH:11]=[CH:10][C:9]([S:12][C:13]2[CH:18]=[CH:17][C:16]([OH:19])=[CH:15][CH:14]=2)=[C:8]([N+:20]([O-])=O)[CH:7]=1.[NH4+].[Cl-]. The catalyst is [Fe]. The product is [NH2:20][C:8]1[CH:7]=[C:6]([O:5][CH2:4][C:3]2[CH:23]=[C:24]([F:27])[CH:25]=[CH:26][C:2]=2[F:1])[CH:11]=[CH:10][C:9]=1[S:12][C:13]1[CH:18]=[CH:17][C:16]([OH:19])=[CH:15][CH:14]=1. (2) The product is [Br:1][C:2]1[CH:3]=[C:4]([NH:9][C:10]2[C:11]3[CH:19]=[C:18]([NH:28][CH2:27][C:26]4[CH:29]=[CH:30][C:23]([O:22][CH3:21])=[CH:24][CH:25]=4)[N:17]=[CH:16][C:12]=3[N:13]=[CH:14][N:15]=2)[CH:5]=[CH:6][C:7]=1[Br:8]. The catalyst is CS(C)=O. The reactants are [Br:1][C:2]1[CH:3]=[C:4]([NH:9][C:10]2[C:11]3[CH:19]=[C:18](F)[N:17]=[CH:16][C:12]=3[N:13]=[CH:14][N:15]=2)[CH:5]=[CH:6][C:7]=1[Br:8].[CH3:21][O:22][C:23]1[CH:30]=[CH:29][C:26]([CH2:27][NH2:28])=[CH:25][CH:24]=1.O. The yield is 0.950. (3) The reactants are [CH:1]1([N:5]2[CH2:10][CH2:9][N:8]([C:11]([C:13]3[CH:14]=[C:15]4[C:19](=[CH:20][CH:21]=3)[NH:18][C:17]([C:22]([N:24]3[CH2:29][CH2:28][C:27]([F:31])([F:30])[CH2:26][CH2:25]3)=[O:23])=[CH:16]4)=[O:12])[CH2:7][CH2:6]2)[CH2:4][CH2:3][CH2:2]1.[CH3:32][S:33]([NH:36][C:37]1[CH:42]=[CH:41][C:40](B(O)O)=[CH:39][CH:38]=1)(=[O:35])=[O:34].N1C=CC=CC=1. The catalyst is ClCCl.C([O-])(=O)C.[Cu+2].C([O-])(=O)C. The product is [CH:1]1([N:5]2[CH2:6][CH2:7][N:8]([C:11]([C:13]3[CH:14]=[C:15]4[C:19](=[CH:20][CH:21]=3)[N:18]([C:40]3[CH:39]=[CH:38][C:37]([NH:36][S:33]([CH3:32])(=[O:34])=[O:35])=[CH:42][CH:41]=3)[C:17]([C:22]([N:24]3[CH2:25][CH2:26][C:27]([F:30])([F:31])[CH2:28][CH2:29]3)=[O:23])=[CH:16]4)=[O:12])[CH2:9][CH2:10]2)[CH2:2][CH2:3][CH2:4]1. The yield is 0.190. (4) The reactants are [C:1]1([N:7]2[CH:11]=[C:10]([C:12]([NH:14][CH2:15][CH2:16][NH:17][C:18]([C:20]3[CH:21]=[CH:22][C:23]([NH:26]C(=O)OC(C)(C)C)=[N:24][CH:25]=3)=[O:19])=[O:13])[C:9]([C:34]([F:37])([F:36])[F:35])=[N:8]2)[CH:6]=[CH:5][CH:4]=[CH:3][CH:2]=1. The catalyst is C(O)(C(F)(F)F)=O. The product is [NH2:26][C:23]1[CH:22]=[CH:21][C:20]([C:18]([NH:17][CH2:16][CH2:15][NH:14][C:12]([C:10]2[C:9]([C:34]([F:37])([F:36])[F:35])=[N:8][N:7]([C:1]3[CH:6]=[CH:5][CH:4]=[CH:3][CH:2]=3)[CH:11]=2)=[O:13])=[O:19])=[CH:25][N:24]=1. The yield is 0.740.